Task: Regression. Given a peptide amino acid sequence and an MHC pseudo amino acid sequence, predict their binding affinity value. This is MHC class II binding data.. Dataset: Peptide-MHC class II binding affinity with 134,281 pairs from IEDB (1) The peptide sequence is KEDFLRCLVKEIPPR. The MHC is HLA-DPA10103-DPB10301 with pseudo-sequence HLA-DPA10103-DPB10301. The binding affinity (normalized) is 0. (2) The peptide sequence is IVALIIAIVVWTIV. The MHC is HLA-DQA10102-DQB10502 with pseudo-sequence HLA-DQA10102-DQB10502. The binding affinity (normalized) is 0. (3) The peptide sequence is MFNMLSTVLGVSILN. The MHC is DRB1_1302 with pseudo-sequence DRB1_1302. The binding affinity (normalized) is 0.372. (4) The peptide sequence is YDKFPANVSTVLTGK. The MHC is DRB1_1602 with pseudo-sequence DRB1_1602. The binding affinity (normalized) is 0.365. (5) The peptide sequence is CTNAKVTAKGVSEAN. The MHC is DRB1_0101 with pseudo-sequence DRB1_0101. The binding affinity (normalized) is 0.309. (6) The peptide sequence is GTLHDKKSMGDDHFW. The MHC is DRB1_1302 with pseudo-sequence DRB1_1302. The binding affinity (normalized) is 0.0571. (7) The peptide sequence is AGLKTNDRKWCFEGP. The MHC is DRB3_0301 with pseudo-sequence DRB3_0301. The binding affinity (normalized) is 0.524. (8) The peptide sequence is RMVLASTTAKAMEQM. The MHC is DRB1_0701 with pseudo-sequence DRB1_0701. The binding affinity (normalized) is 0.514. (9) The peptide sequence is MHHLVEFEPPHAATI. The MHC is DRB1_0404 with pseudo-sequence DRB1_0404. The binding affinity (normalized) is 0.719. (10) The peptide sequence is EKVYFAATQFEPLAA. The MHC is HLA-DPA10201-DPB11401 with pseudo-sequence HLA-DPA10201-DPB11401. The binding affinity (normalized) is 0.626.